This data is from Full USPTO retrosynthesis dataset with 1.9M reactions from patents (1976-2016). The task is: Predict the reactants needed to synthesize the given product. (1) Given the product [NH2:8][C:7]1[C:2]([F:1])=[C:3]([CH2:12][OH:13])[C:4]([F:11])=[CH:5][CH:6]=1, predict the reactants needed to synthesize it. The reactants are: [F:1][C:2]1[C:7]([N+:8]([O-])=O)=[CH:6][CH:5]=[C:4]([F:11])[C:3]=1[CH2:12][OH:13]. (2) Given the product [C:21]([O:25][C:26](=[O:32])[NH:27][CH2:28][CH2:29][CH2:30][N:7]1[CH2:8][CH:1]2[O:9][CH:5]([CH2:4][N:3]([CH2:10][CH2:11][O:12][C:13]3[CH:20]=[CH:19][C:16]([C:17]#[N:18])=[CH:15][CH:14]=3)[CH2:2]2)[CH2:6]1)([CH3:24])([CH3:23])[CH3:22], predict the reactants needed to synthesize it. The reactants are: [CH:1]12[O:9][CH:5]([CH2:6][NH:7][CH2:8]1)[CH2:4][N:3]([CH2:10][CH2:11][O:12][C:13]1[CH:20]=[CH:19][C:16]([C:17]#[N:18])=[CH:15][CH:14]=1)[CH2:2]2.[C:21]([O:25][C:26](=[O:32])[NH:27][CH2:28][CH2:29][CH2:30]Br)([CH3:24])([CH3:23])[CH3:22].C([O-])([O-])=O.[K+].[K+]. (3) Given the product [Cl:16][C:13]1[CH:14]=[CH:15][C:10]([CH:9]2[C:4]3[CH:3]=[C:2]([C:20]4[CH:25]=[CH:24][N:23]=[C:22]([NH:26][C:27](=[O:29])[CH3:28])[CH:21]=4)[S:6][C:5]=3[C:7](=[O:17])[CH2:8]2)=[CH:11][CH:12]=1, predict the reactants needed to synthesize it. The reactants are: Br[C:2]1[S:6][C:5]2[C:7](=[O:17])[CH2:8][CH:9]([C:10]3[CH:15]=[CH:14][C:13]([Cl:16])=[CH:12][CH:11]=3)[C:4]=2[CH:3]=1.C[Sn](C)(C)[C:20]1[CH:25]=[CH:24][N:23]=[C:22]([NH:26][C:27](=[O:29])[CH3:28])[CH:21]=1.O1CCOCC1.[Cl-].[Li+]. (4) Given the product [CH3:26][N:27]([CH3:38])[CH2:28][CH2:29][NH:30][C:31]1[CH:36]=[CH:35][C:34]([NH:37][C:2]2[C:11]3=[N:12][NH:13][CH:14]=[C:10]3[C:9]3[CH:8]=[C:7]([O:24][CH3:25])[CH:6]=[CH:5][C:4]=3[N:3]=2)=[CH:33][N:32]=1, predict the reactants needed to synthesize it. The reactants are: Cl[C:2]1[C:11]2=[N:12][N:13](CC3C=CC(OC)=CC=3)[CH:14]=[C:10]2[C:9]2[CH:8]=[C:7]([O:24][CH3:25])[CH:6]=[CH:5][C:4]=2[N:3]=1.[CH3:26][N:27]([CH3:38])[CH2:28][CH2:29][NH:30][C:31]1[CH:36]=[CH:35][C:34]([NH2:37])=[CH:33][N:32]=1.Cl. (5) Given the product [Cl:8][C:9]1[CH:10]=[N:11][CH:12]=[C:13]([F:28])[C:14]=1[C:15]1[CH2:16][CH2:17][NH:18][CH2:19][CH:20]=1, predict the reactants needed to synthesize it. The reactants are: C(O)(C(F)(F)F)=O.[Cl:8][C:9]1[CH:10]=[N:11][CH:12]=[C:13]([F:28])[C:14]=1[C:15]1[CH2:16][CH2:17][N:18](C(OC(C)(C)C)=O)[CH2:19][CH:20]=1. (6) Given the product [Br:1][C:2]1[CH:7]=[CH:6][C:5]([CH:8]2[CH2:14][CH2:13][CH2:12][NH:11][C:10]3[N:16]([CH2:25][CH3:26])[N:17]=[C:18]([C:19]4[CH:24]=[CH:23][CH:22]=[CH:21][N:20]=4)[C:9]2=3)=[C:4]([CH3:27])[CH:3]=1, predict the reactants needed to synthesize it. The reactants are: [Br:1][C:2]1[CH:7]=[CH:6][C:5]([CH:8]2[CH2:14][CH2:13][C:12](=O)[NH:11][C:10]3[N:16]([CH2:25][CH3:26])[N:17]=[C:18]([C:19]4[CH:24]=[CH:23][CH:22]=[CH:21][N:20]=4)[C:9]2=3)=[C:4]([CH3:27])[CH:3]=1.O1CCCC1.B. (7) Given the product [CH3:18][O:17][C:15]([CH:14]1[C:4](=[O:5])[C:6]2([CH2:7][CH2:8]2)[C:9]2([CH2:10][CH2:11]2)[NH:12][C:13]1=[O:20])=[O:16], predict the reactants needed to synthesize it. The reactants are: C(O[C:4]([C:6]1([C:9]2([NH:12][C:13](=[O:20])[CH2:14][C:15]([O:17][CH2:18]C)=[O:16])[CH2:11][CH2:10]2)[CH2:8][CH2:7]1)=[O:5])C.[Na].